Predict which catalyst facilitates the given reaction. From a dataset of Catalyst prediction with 721,799 reactions and 888 catalyst types from USPTO. Reactant: [CH3:1][C:2]1[S:6][C:5](=[NH:7])[N:4]([CH2:8][C:9]2[C:18]3[C:13](=[CH:14][CH:15]=[CH:16][CH:17]=3)[CH:12]=[CH:11][CH:10]=2)[CH:3]=1.[C:19]([O:23][C:24]([C:26]1[CH:34]=[CH:33][CH:32]=[CH:31][C:27]=1[C:28](O)=[O:29])=[O:25])([CH3:22])([CH3:21])[CH3:20].Cl.C(N=C=NCCCN(C)C)C.OC1C2N=NNC=2C=CC=1.C(N(CC)CC)C. Product: [CH3:1][C:2]1[S:6]/[C:5](=[N:7]\[C:28]([C:27]2[CH:31]=[CH:32][CH:33]=[CH:34][C:26]=2[C:24]([O:23][C:19]([CH3:22])([CH3:21])[CH3:20])=[O:25])=[O:29])/[N:4]([CH2:8][C:9]2[C:18]3[C:13](=[CH:14][CH:15]=[CH:16][CH:17]=3)[CH:12]=[CH:11][CH:10]=2)[CH:3]=1. The catalyst class is: 35.